This data is from Reaction yield outcomes from USPTO patents with 853,638 reactions. The task is: Predict the reaction yield, written as a fraction of the theoretical maximum amount of product (1.0 means a 100% yield; for example, 0.34 means a 34% yield). The reactants are Br[C:2]1[O:3][C:4]2[C:24]([O:25]C(=O)C)=[C:23]([O:29][CH3:30])[CH:22]=[CH:21][C:5]=2[C:6]=1[C:7](=[O:20])[C:8]1[CH:13]=[C:12]([O:14][CH3:15])[C:11]([O:16][CH3:17])=[C:10]([O:18][CH3:19])[CH:9]=1.[CH3:31][NH2:32]. The catalyst is C(#N)C. The product is [CH3:31][NH:32][C:2]1[O:3][C:4]2[C:24]([OH:25])=[C:23]([O:29][CH3:30])[CH:22]=[CH:21][C:5]=2[C:6]=1[C:7](=[O:20])[C:8]1[CH:13]=[C:12]([O:14][CH3:15])[C:11]([O:16][CH3:17])=[C:10]([O:18][CH3:19])[CH:9]=1. The yield is 0.290.